Task: Binary Classification. Given a miRNA mature sequence and a target amino acid sequence, predict their likelihood of interaction.. Dataset: Experimentally validated miRNA-target interactions with 360,000+ pairs, plus equal number of negative samples (1) The miRNA is mmu-miR-151-3p with sequence CUAGACUGAGGCUCCUUGAGG. The protein sequence of the target gene is MDGFCDQQVPFMVPGKSRSEDCRGRPLIDRKRKFVDTDLAHDSEELFQDLSQLQEAWLAEAQVPDDEQFVPDFQSDNLVLHAPPPTKIKRELHSPSSELSSCSHEQALGAKYGEKCLYNYCAYDRKPPSGFKPLTPPATPLSPTHQNSLFPPPQATLPTSGLTPGAGPVQGVGPAPTPHSLPEPGSQQQTFAVPRPPHQPLQMPKMMPESQYPSEQRFQRQLSEPSHPFPPQSGVPGDSRPSYHRQMSEPIVPAAPPPLQGFKQEYHDPLYEHGVPGMPGPPAHGFQSPMGIKQEPRDYC.... Result: 0 (no interaction). (2) The miRNA is hsa-miR-6715b-5p with sequence ACAGGCACGACUGGUUUGGCA. The protein sequence of the target gene is MARLADYFVLVAFGPHPRGSGEGQGQILQRFPEKDWEDNPFPQGIELFCQPSGWQLCPERNPPTFFVAVLTDINSERHYCACLTFWEPAEPSQQETTRVEDATEREEEGDEGGQTHLSPTAPAPSAQLFAPKTLVLVSRLDHTEVFRNSLGLIYAIHVEGLNVCLENVIGNLLTCTVPLAGGSQRTISLGAGDRQVIQTPLADSLPVSRCSVALLFRQLGITNVLSLFCAALTEHKVLFLSRSYQRLADACRGLLALLFPLRYSFTYVPILPAQLLEVLSTPTPFIIGVNAAFQAETQEL.... Result: 1 (interaction). (3) The miRNA is hsa-miR-31-5p with sequence AGGCAAGAUGCUGGCAUAGCU. The protein sequence of the target gene is MLANSASVRILIKGGKVVNDDCTHEADVYIENGIIQQVGRELMIPGGAKVIDATGKLVIPGGIDTSTHFHQTFMNATCVDDFYHGTKAALVGGTTMIIGHVLPDKETSLVDAYEKCRGLADPKVCCDYALHVGITWWAPKVKAEMETLVREKGVNSFQMFMTYKDLYMLRDSELYQVLHACKDIGAIARVHAENGELVAEGAKEALDLGITGPEGIEISRPEELEAEATHRVITIANRTHCPIYLVNVSSISAGDVIAAAKMQGKVVLAETTTAHATLTGLHYYHQDWSHAAAYVTVPPL.... Result: 1 (interaction). (4) The miRNA is rno-let-7d-5p with sequence AGAGGUAGUAGGUUGCAUAGUU. Result: 0 (no interaction). The protein sequence of the target gene is MMQICDTYNQKHSLFNAMNRFIGAVNNMDQTVMVPSLLRDVPLSEPEIDEVSVEVGGSGGCLEERTTPAPSPGSANESFFAPSRDMYSHYVLLKSIRNDIEWGVLHQPSSPPAGSEESTWKPKDILVGLSHLESADAGEEDLEQQFHYHLRGLHTVLSKLTRKANILTNRYKQEIGFSNWGH. (5) The protein sequence of the target gene is MKPVHERSQECLPPKKRDLPVTSEDMGRTTSCSTNHTPSSDASEWSRGVVVAGQSQAGARVSLGGDGAEAITGLTVDQYGMLYKVAVPPATFSPTGLPSVVNMSPLPPTFNVASSLIQHPGIHYPPLHYAQLPSTSLQFIGSPYSLPYAVPPNFLPSPLLSPSANLATSHLPHFVPYASLLAEGATPPPQAPSPAHSFNKAPSATSPSGQLPHHSSTQPLDLAPGRMPIYYQMSRLPAGYTLHETPPAGASPVLTPQESQSALEAAAANGGQRPRERNLVRRESEALDSPNSKGEGQGLV.... Result: 0 (no interaction). The miRNA is hsa-miR-6502-3p with sequence UAGACCAUCUUUCUAGAGUAU. (6) The miRNA is hsa-miR-155-5p with sequence UUAAUGCUAAUCGUGAUAGGGGUU. The protein sequence of the target gene is MKLTDSVLRSFRVAKVFRENSDKINCFDFSPNGETVISSSDDDSIVLYDCQEGKPKRTLYSKKYGVDLIRYTHAANTVVYSSNKIDDTIRYLSLHDNKYIRYFPGHSKRVVALSMSPVDDTFISGSLDKTIRLWDLRSPNCQGLMHLQGKPVCSFDPEGLIFAAGVNSEMVKLYDLRSFDKGPFATFKMQYDRTCEWTGLKFSNDGKLILISTNGSFIRLIDAFKGVVMHTFGGYANSKAVTLEASFTPDSQFIMIGSEDGKIHVWNGESGIKVAVLDGKHTGPITCLQFNPKFMTFASA.... Result: 1 (interaction). (7) The miRNA is hsa-miR-200c-3p with sequence UAAUACUGCCGGGUAAUGAUGGA. The protein sequence of the target gene is MSKIRRKVTVENTKTISDSTSRRPSVFERLGPSTGSTAETQCRNWLKTGNCLYGNTCRFVHGPSPRGKGYSSNYRRSPERPTGDLRERMKNKRQDVDTEPQKRNTEESSSPVRKESSRGRHREKEDIKITKERTPESEEENVEWETNRDDSDNGDINYDYVHELSLEMKRQKIQRELMKLEQENMEKREEIIIKKEVSPEVVRSKLSPSPSLRKSSKSPKRKSSPKSSSASKKDRKTSAVSSPLLDQQRNSKTNQSKKKGPRTPSPPPPIPEDIALGKKYKEKYKVKDRIEEKTRDGKDR.... Result: 0 (no interaction). (8) The miRNA is hsa-miR-4768-3p with sequence CCAGGAGAUCCAGAGAGAAU. The protein sequence of the target gene is MEKNPPDDTGPVHVPLGHIVANEKWRGSQLAQEMQGKIKLIFEDGLTPDFYLSNRCCILYVTEADLVAGNGYRKRLVRVRNSNNLKGIVVVEKTRMSEQYFPALQKFTVLDLGMVLLPVASQMEASCLVIQLVQEQTKEPSKNPLLGKKRALLLSEPSLLRTVQQIPGVGKVKAPLLLQKFPSIQQLSNASIGELEQVVGQAVAQQIHAFFTQPR. Result: 0 (no interaction). (9) The miRNA is cel-miR-70-3p with sequence UAAUACGUCGUUGGUGUUUCCAU. The protein sequence of the target gene is MAAVQAPGEKINILAGETAKVGDPQKNEWPEQDRLPERSWRHKCASYVLALRPWSFSASLTPVALGSALAYRSQGVLDPRLLLGCAVAVLAVHGAGNLVNTYYDFSKGIDHKKSDDRTLVDRILEPQDVVRFGVFLYTLGCVCAACLYYLSALKLEHLALIYFGGLSGSFLYTGGIGFKYVALGDLVILITFGPLAVMFAYAVQVGSLAIFPLIYAIPLALSTEAILHSNNTRDMESDREAGIVTLAILIGPTFSYVLYNTLLFVPYLIFTILATHCSISLALPLLTIPMAFSLERQFRS.... Result: 0 (no interaction).